This data is from Reaction yield outcomes from USPTO patents with 853,638 reactions. The task is: Predict the reaction yield, written as a fraction of the theoretical maximum amount of product (1.0 means a 100% yield; for example, 0.34 means a 34% yield). (1) The reactants are [Br:1][C:2]1[CH:3]=[C:4]2[C:8](=[CH:9][CH:10]=1)[NH:7][CH2:6][CH2:5]2.CCN(C(C)C)C(C)C.[CH3:20][N:21]=[C:22]=[O:23]. The catalyst is C1COCC1. The product is [Br:1][C:2]1[CH:3]=[C:4]2[C:8](=[CH:9][CH:10]=1)[N:7]([C:22]([NH:21][CH3:20])=[O:23])[CH2:6][CH2:5]2. The yield is 0.720. (2) The reactants are Br.Br[CH:3]([C:5]1[CH:6]=[C:7]([C:22]([NH:24][CH2:25][CH2:26][N:27]([CH3:29])[CH3:28])=[O:23])[CH:8]=[C:9]2[C:14]=1[O:13][C:12]([N:15]1[CH2:20][CH2:19][O:18][CH2:17][CH2:16]1)=[CH:11][C:10]2=[O:21])[CH3:4].[F:30][C:31]1[CH:38]=[CH:37][C:34]([NH:35][CH3:36])=[CH:33][CH:32]=1. The catalyst is CN1C(=O)CCC1. The product is [CH3:28][N:27]([CH3:29])[CH2:26][CH2:25][NH:24][C:22]([C:7]1[CH:8]=[C:9]2[C:14](=[C:5]([CH:3]([N:35]([C:34]3[CH:37]=[CH:38][C:31]([F:30])=[CH:32][CH:33]=3)[CH3:36])[CH3:4])[CH:6]=1)[O:13][C:12]([N:15]1[CH2:20][CH2:19][O:18][CH2:17][CH2:16]1)=[CH:11][C:10]2=[O:21])=[O:23]. The yield is 0.531. (3) The reactants are [F:8][C:7]([F:10])([F:9])[C:6](O[C:6](=[O:11])[C:7]([F:10])([F:9])[F:8])=[O:11].[O:14]([CH2:21][C:22]1[O:23][C:24]2[CH2:25][NH:26][CH2:27][CH2:28][C:29]=2[N:30]=1)[C:15]1[CH:20]=[CH:19][CH:18]=[CH:17][CH:16]=1.C(N(CC)CC)C.C([O-])([O-])=O.[Na+].[Na+]. The catalyst is C(Cl)Cl. The product is [O:14]([CH2:21][C:22]1[O:23][C:24]2[CH2:25][N:26]([C:6](=[O:11])[C:7]([F:8])([F:9])[F:10])[CH2:27][CH2:28][C:29]=2[N:30]=1)[C:15]1[CH:16]=[CH:17][CH:18]=[CH:19][CH:20]=1. The yield is 0.490. (4) The reactants are [Br:1][C:2]1[C:3]([CH3:10])=[C:4]([NH2:9])[C:5]([CH3:8])=[N:6][CH:7]=1.N1C=CC=CC=1.[F:17][C:18]1[CH:23]=[C:22]([F:24])[CH:21]=[CH:20][C:19]=1[S:25](Cl)(=[O:27])=[O:26].[OH-].[Na+].Cl. The catalyst is CO. The product is [Br:1][C:2]1[C:3]([CH3:10])=[C:4]([NH:9][S:25]([C:19]2[CH:20]=[CH:21][C:22]([F:24])=[CH:23][C:18]=2[F:17])(=[O:27])=[O:26])[C:5]([CH3:8])=[N:6][CH:7]=1. The yield is 0.500. (5) The product is [C:19]([O:23][C:24]([N:26]1[CH2:31][CH2:30][N:29]([CH2:15][C:14]2[CH:17]=[CH:18][C:11]([O:10][CH2:9][CH2:8][CH2:7][N:1]3[CH2:6][CH2:5][CH2:4][CH2:3][CH2:2]3)=[CH:12][CH:13]=2)[CH2:28][CH2:27]1)=[O:25])([CH3:22])([CH3:20])[CH3:21]. The catalyst is ClCCl.C(=O)(O)[O-].[Na+]. The yield is 0.500. The reactants are [N:1]1([CH2:7][CH2:8][CH2:9][O:10][C:11]2[CH:18]=[CH:17][C:14]([CH:15]=O)=[CH:13][CH:12]=2)[CH2:6][CH2:5][CH2:4][CH2:3][CH2:2]1.[C:19]([O:23][C:24]([N:26]1[CH2:31][CH2:30][NH:29][CH2:28][CH2:27]1)=[O:25])([CH3:22])([CH3:21])[CH3:20].C(O)(=O)C.C(O[BH-](OC(=O)C)OC(=O)C)(=O)C.[Na+]. (6) The product is [CH3:22][C:20]1([CH3:23])[CH2:19][C:18]2[C:13]([O:12][C:8]3[CH:9]=[C:10]([F:11])[C:5]([C:3]([OH:4])=[O:2])=[N:6][CH:7]=3)=[CH:14][C:15]([C:24](=[O:32])[NH:25][C:26]3[CH:30]=[CH:29][N:28]([CH3:31])[N:27]=3)=[CH:16][C:17]=2[O:21]1. The reactants are C[O:2][C:3]([C:5]1[C:10]([F:11])=[CH:9][C:8]([O:12][C:13]2[C:18]3[CH2:19][C:20]([CH3:23])([CH3:22])[O:21][C:17]=3[CH:16]=[C:15]([C:24](=[O:32])[NH:25][C:26]3[CH:30]=[CH:29][N:28]([CH3:31])[N:27]=3)[CH:14]=2)=[CH:7][N:6]=1)=[O:4].[OH-].[Na+]. The yield is 0.870. The catalyst is C1COCC1. (7) The reactants are [Cl:1][C:2]1[CH:7]=[CH:6][CH:5]=[CH:4][C:3]=1[N:8]1[C:12]([S:13][C:14]2[CH:15]=[N:16][C:17]([Cl:20])=[CH:18][CH:19]=2)=[CH:11][C:10]([C:21]([O:23]CC)=O)=[N:9]1.[CH3:26][NH2:27].CO. The catalyst is CO. The product is [Cl:1][C:2]1[CH:7]=[CH:6][CH:5]=[CH:4][C:3]=1[N:8]1[C:12]([S:13][C:14]2[CH:15]=[N:16][C:17]([Cl:20])=[CH:18][CH:19]=2)=[CH:11][C:10]([C:21]([NH:27][CH3:26])=[O:23])=[N:9]1. The yield is 0.880. (8) The reactants are [CH2:1]([O:3][C:4]([C:6]1[C:7]([N:26]2[CH2:31][CH2:30][O:29][CH2:28][CH2:27]2)=[C:8]2[CH:22]=[N:21][N:20]([CH:23]([CH3:25])[CH3:24])[C:9]2=[N:10][C:11]=1OS(C(F)(F)F)(=O)=O)=[O:5])[CH3:2].C([O-])(O)=O.[Na+].[OH:37][C:38]1[CH:39]=[C:40](B(O)O)[CH:41]=[CH:42][CH:43]=1. The catalyst is O1CCOCC1.O.C1C=CC([P]([Pd]([P](C2C=CC=CC=2)(C2C=CC=CC=2)C2C=CC=CC=2)([P](C2C=CC=CC=2)(C2C=CC=CC=2)C2C=CC=CC=2)[P](C2C=CC=CC=2)(C2C=CC=CC=2)C2C=CC=CC=2)(C2C=CC=CC=2)C2C=CC=CC=2)=CC=1. The product is [CH2:1]([O:3][C:4]([C:6]1[C:7]([N:26]2[CH2:27][CH2:28][O:29][CH2:30][CH2:31]2)=[C:8]2[CH:22]=[N:21][N:20]([CH:23]([CH3:24])[CH3:25])[C:9]2=[N:10][C:11]=1[C:42]1[CH:41]=[CH:40][CH:39]=[C:38]([OH:37])[CH:43]=1)=[O:5])[CH3:2]. The yield is 0.810. (9) The reactants are [F:1][C:2]1[CH:7]=[CH:6][C:5]([F:8])=[CH:4][C:3]=1[C:9]1[S:13][C:12]([CH2:20][CH2:21][C:22]#[N:23])([C:14]2[CH:19]=[CH:18][CH:17]=[CH:16][CH:15]=2)[N:11]([C:24](=[O:29])[C@@H:25]([O:27][CH3:28])[CH3:26])[N:10]=1.Cl.Cl.[O:32]([NH2:34])[CH3:33].C(N(CC)CC)C. The catalyst is C(O)C. The product is [F:1][C:2]1[CH:7]=[CH:6][C:5]([F:8])=[CH:4][C:3]=1[C:9]1[S:13][C:12]([CH2:20][CH2:21][C:22](=[N:34][O:32][CH3:33])[NH2:23])([C:14]2[CH:19]=[CH:18][CH:17]=[CH:16][CH:15]=2)[N:11]([C:24](=[O:29])[C@@H:25]([O:27][CH3:28])[CH3:26])[N:10]=1. The yield is 0.250. (10) The reactants are [N+:1]([O-:4])(O)=[O:2].[CH:5]([C:7]1[CH:12]=[CH:11][C:10]([NH:13][C:14](=[O:16])[CH3:15])=[CH:9][CH:8]=1)=[O:6]. The catalyst is O. The product is [CH:5]([C:7]1[CH:8]=[CH:9][C:10]([NH:13][C:14](=[O:16])[CH3:15])=[C:11]([N+:1]([O-:4])=[O:2])[CH:12]=1)=[O:6]. The yield is 0.800.